This data is from NCI-60 drug combinations with 297,098 pairs across 59 cell lines. The task is: Regression. Given two drug SMILES strings and cell line genomic features, predict the synergy score measuring deviation from expected non-interaction effect. Drug 1: CCC1(CC2CC(C3=C(CCN(C2)C1)C4=CC=CC=C4N3)(C5=C(C=C6C(=C5)C78CCN9C7C(C=CC9)(C(C(C8N6C=O)(C(=O)OC)O)OC(=O)C)CC)OC)C(=O)OC)O.OS(=O)(=O)O. Drug 2: CCN(CC)CCNC(=O)C1=C(NC(=C1C)C=C2C3=C(C=CC(=C3)F)NC2=O)C. Cell line: UACC-257. Synergy scores: CSS=8.66, Synergy_ZIP=-2.57, Synergy_Bliss=5.22, Synergy_Loewe=-4.85, Synergy_HSA=2.41.